This data is from Reaction yield outcomes from USPTO patents with 853,638 reactions. The task is: Predict the reaction yield, written as a fraction of the theoretical maximum amount of product (1.0 means a 100% yield; for example, 0.34 means a 34% yield). The reactants are [N+:1]([C:4]1[CH:5]=[C:6]([CH2:10][C:11]2[C:19]3[C:14](=[CH:15][CH:16]=[CH:17][CH:18]=3)[N:13]([CH2:20][C:21]([O:23]CC)=[O:22])[CH:12]=2)[CH:7]=[CH:8][CH:9]=1)([O-:3])=[O:2].[OH-].[Na+].Cl. The catalyst is C1COCC1.CCO. The product is [N+:1]([C:4]1[CH:5]=[C:6]([CH2:10][C:11]2[C:19]3[C:14](=[CH:15][CH:16]=[CH:17][CH:18]=3)[N:13]([CH2:20][C:21]([OH:23])=[O:22])[CH:12]=2)[CH:7]=[CH:8][CH:9]=1)([O-:3])=[O:2]. The yield is 0.690.